From a dataset of Full USPTO retrosynthesis dataset with 1.9M reactions from patents (1976-2016). Predict the reactants needed to synthesize the given product. (1) Given the product [NH2:1][C:2]1[C:3]([CH3:13])=[CH:4][C:5]([C:8]([O:10][CH2:11][CH3:12])=[O:9])=[N:6][C:7]=1[I:16], predict the reactants needed to synthesize it. The reactants are: [NH2:1][C:2]1[C:3]([CH3:13])=[CH:4][C:5]([C:8]([O:10][CH2:11][CH3:12])=[O:9])=[N:6][CH:7]=1.II.[I:16]([O-])(=O)(=O)=O.[Na+].S([O-])([O-])(=O)=S.[Na+].[Na+]. (2) Given the product [CH2:22]([N:21]([CH2:20][CH2:19][C:18]([O:17][CH2:15][CH3:16])=[O:39])[CH2:29][C:7]([F:14])([F:13])[C:8]([O:10][CH2:11][CH3:12])=[O:9])[C:23]1[CH:28]=[CH:27][CH:26]=[CH:25][CH:24]=1, predict the reactants needed to synthesize it. The reactants are: [Si](Cl)(C)(C)C.Br[C:7]([F:14])([F:13])[C:8]([O:10][CH2:11][CH3:12])=[O:9].[CH2:15]([O:17][C:18](=[O:39])[CH2:19][CH2:20][N:21]([CH2:29]N1C2C=CC=CC=2N=N1)[CH2:22][C:23]1[CH:28]=[CH:27][CH:26]=[CH:25][CH:24]=1)[CH3:16].C([O-])(O)=O.[Na+]. (3) Given the product [CH3:38][O:37][C:28](=[O:36])[C:29]1[CH:30]=[CH:32][CH:33]=[CH:34][C:35]=1[O:22][CH2:21][C:20]([O:42][CH3:41])([C:16]1[CH:17]=[CH:18][CH:19]=[C:14](/[CH:13]=[CH:12]/[C:8]2[CH:7]=[CH:6][C:5]3[C:4](=[CH:3][C:2]([Cl:1])=[CH:11][CH:10]=3)[N:9]=2)[CH:15]=1)[CH:25]1[CH2:26][CH2:27]1, predict the reactants needed to synthesize it. The reactants are: [Cl:1][C:2]1[CH:11]=[C:10]2[C:5]([CH:6]=[CH:7][C:8](/[CH:12]=[CH:13]/[C:14]3[CH:15]=[C:16]([CH:20]([CH:25]4[CH2:27][CH2:26]4)[CH:21](OC)[OH:22])[CH:17]=[CH:18][CH:19]=3)=[N:9]2)=[CH:4][CH:3]=1.[C:28]([O:37][CH3:38])(=[O:36])[C:29]1[C:30](=[CH:32][CH:33]=[CH:34][CH:35]=1)O.N(C(OC(C)C)=O)=N[C:41](OC(C)C)=[O:42].ClCCl. (4) Given the product [Br:5][C:6]1[CH:13]=[CH:12][C:9]([CH2:10][Br:2])=[C:8]([O:14][C:15]2[CH:20]=[C:19]([O:21][CH3:22])[CH:18]=[C:17]([O:23][CH3:24])[CH:16]=2)[CH:7]=1, predict the reactants needed to synthesize it. The reactants are: P(Br)(Br)[Br:2].[Br:5][C:6]1[CH:13]=[CH:12][C:9]([CH2:10]O)=[C:8]([O:14][C:15]2[CH:20]=[C:19]([O:21][CH3:22])[CH:18]=[C:17]([O:23][CH3:24])[CH:16]=2)[CH:7]=1. (5) Given the product [CH3:1][N:2]([C:10]1[CH:29]=[CH:28][CH:35]=[CH:31][CH:32]=1)[C:3]1[CH:8]=[CH:7][C:6]([CH3:9])=[CH:5][CH:4]=1, predict the reactants needed to synthesize it. The reactants are: [CH3:1][N:2]([CH3:10])[C:3]1[CH:8]=[CH:7][C:6]([CH3:9])=[CH:5][CH:4]=1.[F-].[K+].C1O[CH2:29][CH2:28]OCCOCCOCCOCCOC1.[CH2:31]1[CH2:35]OC[CH2:32]1. (6) The reactants are: [Cl:1][C:2]1[CH:9]=[C:8]([OH:10])[CH:7]=[CH:6][C:3]=1[CH:4]=[O:5].C([O-])([O-])=O.[Cs+].[Cs+].[CH2:17](Br)[C:18]1[CH:23]=[CH:22][CH:21]=[CH:20][CH:19]=1. Given the product [CH2:17]([O:10][C:8]1[CH:7]=[CH:6][C:3]([CH:4]=[O:5])=[C:2]([Cl:1])[CH:9]=1)[C:18]1[CH:23]=[CH:22][CH:21]=[CH:20][CH:19]=1, predict the reactants needed to synthesize it.